This data is from Reaction yield outcomes from USPTO patents with 853,638 reactions. The task is: Predict the reaction yield, written as a fraction of the theoretical maximum amount of product (1.0 means a 100% yield; for example, 0.34 means a 34% yield). (1) The reactants are Cl[CH2:2][CH2:3][C:4]1[S:8][C:7]([NH2:9])=[N:6][CH:5]=1.[NH:10]([CH3:12])[CH3:11]. No catalyst specified. The product is [CH3:11][N:10]([CH3:12])[CH2:2][CH2:3][C:4]1[S:8][C:7]([NH2:9])=[N:6][CH:5]=1. The yield is 0.410. (2) The product is [CH:24]1([C:22]2[NH:21][N:20]=[C:19]([NH:18][C:16]3[C:15](=[O:27])[N:14]([CH3:28])[CH:13]=[C:12]([C:11]4[CH:10]=[CH:9][N:8]=[C:7]([N:29]5[CH2:41][CH2:40][N:32]6[C:33]7[CH2:34][CH2:35][CH2:36][CH2:37][C:38]=7[CH:39]=[C:31]6[C:30]5=[O:42])[C:6]=4[CH2:5][OH:4])[CH:17]=3)[CH:23]=2)[CH2:25][CH2:26]1. The reactants are C([O:4][CH2:5][C:6]1[C:7]([N:29]2[CH2:41][CH2:40][N:32]3[C:33]4[CH2:34][CH2:35][CH2:36][CH2:37][C:38]=4[CH:39]=[C:31]3[C:30]2=[O:42])=[N:8][CH:9]=[CH:10][C:11]=1[C:12]1[CH:17]=[C:16]([NH:18][C:19]2[CH:23]=[C:22]([CH:24]3[CH2:26][CH2:25]3)[NH:21][N:20]=2)[C:15](=[O:27])[N:14]([CH3:28])[CH:13]=1)(=O)C.O[Li].O. The catalyst is CC(O)C.C1COCC1.O. The yield is 0.540. (3) The reactants are [C:1]1([CH2:7][CH2:8][CH2:9][CH2:10][CH2:11][CH2:12][CH2:13][CH2:14][CH2:15][CH2:16][CH2:17][CH3:18])[CH:6]=[CH:5][CH:4]=[CH:3][CH:2]=1.[OH:19][S:20](O)(=[O:22])=[O:21].[OH-].[K+:25]. No catalyst specified. The product is [CH2:7]([C:1]1[CH:6]=[CH:5][C:4]([S:20]([O-:22])(=[O:21])=[O:19])=[CH:3][CH:2]=1)[CH2:8][CH2:9][CH2:10][CH2:11][CH2:12][CH2:13][CH2:14][CH2:15][CH2:16][CH2:17][CH3:18].[K+:25]. The yield is 0.840. (4) The reactants are [CH3:1][O:2][C:3]1[CH:8]=[CH:7][C:6]([CH2:9][N:10]2[C:15](=[O:16])[C:14](/[CH:17]=[CH:18]/[C:19]([O:21][CH2:22][CH2:23][CH2:24][CH3:25])=[O:20])=[CH:13][C:12]([O:26]CC3C=CC(OC)=CC=3)=[N:11]2)=[CH:5][CH:4]=1.O1CCOCC1. The catalyst is C(O)C.[Pd]. The product is [CH3:1][O:2][C:3]1[CH:8]=[CH:7][C:6]([CH2:9][N:10]2[C:15](=[O:16])[C:14]([CH2:17][CH2:18][C:19]([O:21][CH2:22][CH2:23][CH2:24][CH3:25])=[O:20])=[CH:13][C:12](=[O:26])[NH:11]2)=[CH:5][CH:4]=1. The yield is 0.890. (5) The reactants are [N+:1]([C:4]1[CH:9]=[CH:8][C:7](Br)=[CH:6][N:5]=1)([O-:3])=[O:2].[CH3:11][O:12][CH2:13][CH2:14][NH:15][CH3:16].C(N(C(C)C)CC)(C)C. The catalyst is CCO. The product is [CH3:11][O:12][CH2:13][CH2:14][N:15]([CH3:16])[C:7]1[CH:6]=[N:5][C:4]([N+:1]([O-:3])=[O:2])=[CH:9][CH:8]=1. The yield is 0.410. (6) The reactants are [Br:1][C:2]1[CH:3]=[CH:4][C:5]([OH:11])=[C:6]([C:8](=[O:10])[CH3:9])[CH:7]=1.[O:12]1[CH2:17][CH2:16][C:15](=O)[CH2:14][CH2:13]1.N1CCCC1. The catalyst is CO. The product is [Br:1][C:2]1[CH:7]=[C:6]2[C:5](=[CH:4][CH:3]=1)[O:11][C:15]1([CH2:16][CH2:17][O:12][CH2:13][CH2:14]1)[CH2:9][C:8]2=[O:10]. The yield is 1.00.